Task: Predict the reaction yield, written as a fraction of the theoretical maximum amount of product (1.0 means a 100% yield; for example, 0.34 means a 34% yield).. Dataset: Reaction yield outcomes from USPTO patents with 853,638 reactions The reactants are [F:1][C:2]1[CH:30]=[C:29]([NH:31][C:32]([C:34]2[C:35](=[O:47])[N:36]([C:40]3[CH:45]=[CH:44][C:43]([F:46])=[CH:42][CH:41]=3)[N:37]=[CH:38][CH:39]=2)=[O:33])[CH:28]=[CH:27][C:3]=1[O:4][C:5]1[CH:10]=[CH:9][N:8]=[C:7]2[CH:11]=[C:12]([C:14]3[CH2:19][CH2:18][N:17](C(OC(C)(C)C)=O)[CH2:16][CH:15]=3)[S:13][C:6]=12.C(C(O)=O)(F)(F)F. No catalyst specified. The product is [F:1][C:2]1[CH:30]=[C:29]([NH:31][C:32]([C:34]2[C:35](=[O:47])[N:36]([C:40]3[CH:41]=[CH:42][C:43]([F:46])=[CH:44][CH:45]=3)[N:37]=[CH:38][CH:39]=2)=[O:33])[CH:28]=[CH:27][C:3]=1[O:4][C:5]1[CH:10]=[CH:9][N:8]=[C:7]2[CH:11]=[C:12]([C:14]3[CH2:19][CH2:18][NH:17][CH2:16][CH:15]=3)[S:13][C:6]=12. The yield is 0.722.